Dataset: Full USPTO retrosynthesis dataset with 1.9M reactions from patents (1976-2016). Task: Predict the reactants needed to synthesize the given product. (1) Given the product [F:10][C:11]1[CH:21]=[CH:20][C:14]([C:15](=[O:16])[CH2:1][C:2]2[CH:7]=[CH:6][N:5]=[C:4]([S:8][CH3:9])[N:3]=2)=[CH:13][CH:12]=1, predict the reactants needed to synthesize it. The reactants are: [CH3:1][C:2]1[CH:7]=[CH:6][N:5]=[C:4]([S:8][CH3:9])[N:3]=1.[F:10][C:11]1[CH:21]=[CH:20][C:14]([C:15](OCC)=[O:16])=[CH:13][CH:12]=1.C[Si](C)(C)[N-][Si](C)(C)C.[Na+].[NH4+].[Cl-]. (2) Given the product [CH2:1]([C@H:8]1[CH2:9][N:10]([C:14]2[CH:23]=[CH:22][C:21]([O:24][CH3:25])=[C:20]3[C:15]=2[CH:16]=[CH:17][C:18]([C:26]([F:29])([F:27])[F:28])=[N:19]3)[CH2:11][CH2:12][N:13]1[CH2:20][C:21](=[O:24])[CH3:22])[C:2]1[CH:7]=[CH:6][CH:5]=[CH:4][CH:3]=1, predict the reactants needed to synthesize it. The reactants are: [CH2:1]([C@@H:8]1[NH:13][CH2:12][CH2:11][N:10]([C:14]2[CH:23]=[CH:22][C:21]([O:24][CH3:25])=[C:20]3[C:15]=2[CH:16]=[CH:17][C:18]([C:26]([F:29])([F:28])[F:27])=[N:19]3)[CH2:9]1)[C:2]1[CH:7]=[CH:6][CH:5]=[CH:4][CH:3]=1. (3) Given the product [CH2:1]([NH:4][S:5]([C:8]1[S:12][CH:11]=[C:10]([C:14]2[S:18][C:17]([NH:19][C:20](=[O:22])[CH3:21])=[N:16][C:15]=2[CH3:23])[CH:9]=1)(=[O:7])=[O:6])[CH:2]=[CH2:3], predict the reactants needed to synthesize it. The reactants are: [CH2:1]([NH:4][S:5]([C:8]1[S:12][C:11](Br)=[C:10]([C:14]2[S:18][C:17]([NH:19][C:20](=[O:22])[CH3:21])=[N:16][C:15]=2[CH3:23])[CH:9]=1)(=[O:7])=[O:6])[CH:2]=[CH2:3].C([Li])CCC.O.